Dataset: Forward reaction prediction with 1.9M reactions from USPTO patents (1976-2016). Task: Predict the product of the given reaction. Given the reactants C([N:8]1[CH2:21][CH2:20][C:19]2[C:18]3[C:13](=[CH:14][CH:15]=[C:16]4[O:25][CH2:24][CH:23]=[CH:22][C:17]4=3)[N:12]([CH2:26][CH2:27][CH2:28][CH2:29][O:30][C:31]3[CH:36]=[CH:35][CH:34]=[CH:33][CH:32]=3)[C:11]=2[CH2:10][CH2:9]1)C1C=CC=CC=1.[ClH:37], predict the reaction product. The product is: [ClH:37].[O:30]([CH2:29][CH2:28][CH2:27][CH2:26][N:12]1[C:13]2[C:18](=[C:17]3[CH2:22][CH2:23][CH2:24][O:25][C:16]3=[CH:15][CH:14]=2)[C:19]2[CH2:20][CH2:21][NH:8][CH2:9][CH2:10][C:11]1=2)[C:31]1[CH:32]=[CH:33][CH:34]=[CH:35][CH:36]=1.